Dataset: Peptide-MHC class II binding affinity with 134,281 pairs from IEDB. Task: Regression. Given a peptide amino acid sequence and an MHC pseudo amino acid sequence, predict their binding affinity value. This is MHC class II binding data. (1) The peptide sequence is TVMAPDKPSLDISLE. The MHC is DRB1_1301 with pseudo-sequence DRB1_1301. The binding affinity (normalized) is 0.263. (2) The peptide sequence is KLGEVSWEEEA. The MHC is DRB1_1101 with pseudo-sequence DRB1_1101. The binding affinity (normalized) is 0. (3) The peptide sequence is YDKFLANVSTVLTKK. The MHC is DRB1_0401 with pseudo-sequence DRB1_0401. The binding affinity (normalized) is 0.746. (4) The peptide sequence is GIQYLAGLSTLPGNPAIASL. The MHC is DRB1_0405 with pseudo-sequence DRB1_0405. The binding affinity (normalized) is 0.830. (5) The peptide sequence is IQYVNYWFAPGAGAA. The MHC is DRB1_0701 with pseudo-sequence DRB1_0701. The binding affinity (normalized) is 0.460. (6) The peptide sequence is FNIQYVNYWFAPGAA. The MHC is DRB4_0101 with pseudo-sequence DRB4_0103. The binding affinity (normalized) is 0.417.